Dataset: Reaction yield outcomes from USPTO patents with 853,638 reactions. Task: Predict the reaction yield, written as a fraction of the theoretical maximum amount of product (1.0 means a 100% yield; for example, 0.34 means a 34% yield). (1) The reactants are [NH2:1][C:2]1[CH:29]=[CH:28][C:5]([O:6][C:7]2[CH:12]=[CH:11][N:10]=[C:9]([N:13]=[C:14]([C:21]3[CH:26]=[CH:25][CH:24]=[CH:23][CH:22]=3)[C:15]3[CH:20]=[CH:19][CH:18]=[CH:17][CH:16]=3)[C:8]=2[Cl:27])=[C:4]([F:30])[CH:3]=1.[F:31][C:32]1[CH:37]=[CH:36][C:35]([C:38]2[C:39](=[O:47])[C:40]([C:44](O)=[O:45])=[CH:41][NH:42][CH:43]=2)=[CH:34][CH:33]=1.CN(C(ON1N=NC2C=CC=NC1=2)=[N+](C)C)C.F[P-](F)(F)(F)(F)F.CCN(C(C)C)C(C)C. The catalyst is CN(C=O)C. The product is [Cl:27][C:8]1[C:9]([N:13]=[C:14]([C:15]2[CH:20]=[CH:19][CH:18]=[CH:17][CH:16]=2)[C:21]2[CH:26]=[CH:25][CH:24]=[CH:23][CH:22]=2)=[N:10][CH:11]=[CH:12][C:7]=1[O:6][C:5]1[CH:28]=[CH:29][C:2]([NH:1][C:44]([C:40]2[C:39](=[O:47])[C:38]([C:35]3[CH:36]=[CH:37][C:32]([F:31])=[CH:33][CH:34]=3)=[CH:43][NH:42][CH:41]=2)=[O:45])=[CH:3][C:4]=1[F:30]. The yield is 0.780. (2) The reactants are [CH2:1]([O:8][C@@H:9]1[C@H:14]2[NH:15][C:16](=O)[O:17][C@H:13]2[CH2:12][C@H:11]([CH2:19][O:20][CH2:21][C:22]2[CH:27]=[CH:26][CH:25]=[CH:24][CH:23]=2)[C@H]1O)[C:2]1[CH:7]=[CH:6][CH:5]=[CH:4][CH:3]=1.[O:29]([CH3:37])S(C(F)(F)F)(=O)=O.[CH2:38]([NH2:40])[CH3:39]. The catalyst is C(Cl)Cl. The product is [CH2:1]([O:8][C@@H:9]1[C@H:14]2[N:15]=[C:16]([NH:40][CH2:38][CH3:39])[O:17][C@H:13]2[CH2:12][C@H:11]([CH2:19][O:20][CH2:21][C:22]2[CH:23]=[CH:24][CH:25]=[CH:26][CH:27]=2)[C@H:37]1[OH:29])[C:2]1[CH:3]=[CH:4][CH:5]=[CH:6][CH:7]=1. The yield is 0.180. (3) The reactants are [CH2:1]([N:8]1[CH:16]=[C:15]2[C:10]([CH:11]=[C:12]([C:17]3[CH:18]=[C:19]([C:27]4[CH:32]=[CH:31][C:30]([CH2:33]Br)=[CH:29][CH:28]=4)[N:20]4[C:25]=3[C:24]([NH2:26])=[N:23][CH:22]=[N:21]4)[CH:13]=[CH:14]2)=[N:9]1)[C:2]1[CH:7]=[CH:6][CH:5]=[CH:4][CH:3]=1.[CH3:35][N:36]1[CH2:41][CH2:40][NH:39][CH2:38][CH2:37]1. No catalyst specified. The product is [CH2:1]([N:8]1[CH:16]=[C:15]2[C:10]([CH:11]=[C:12]([C:17]3[CH:18]=[C:19]([C:27]4[CH:32]=[CH:31][C:30]([CH2:33][N:39]5[CH2:40][CH2:41][N:36]([CH3:35])[CH2:37][CH2:38]5)=[CH:29][CH:28]=4)[N:20]4[C:25]=3[C:24]([NH2:26])=[N:23][CH:22]=[N:21]4)[CH:13]=[CH:14]2)=[N:9]1)[C:2]1[CH:7]=[CH:6][CH:5]=[CH:4][CH:3]=1. The yield is 0.100.